This data is from Peptide-MHC class II binding affinity with 134,281 pairs from IEDB. The task is: Regression. Given a peptide amino acid sequence and an MHC pseudo amino acid sequence, predict their binding affinity value. This is MHC class II binding data. (1) The peptide sequence is EGGAHLVQDDVIPAN. The MHC is DRB1_1302 with pseudo-sequence DRB1_1302. The binding affinity (normalized) is 0.448. (2) The peptide sequence is PAADKFKTFEAAFTS. The MHC is DRB3_0101 with pseudo-sequence DRB3_0101. The binding affinity (normalized) is 0.251. (3) The peptide sequence is LEAAVKQAYAATVAT. The MHC is DRB1_1602 with pseudo-sequence DRB1_1602. The binding affinity (normalized) is 0.425. (4) The peptide sequence is KDKWIELKESWGAIWRIDTP. The MHC is HLA-DPA10103-DPB10401 with pseudo-sequence HLA-DPA10103-DPB10401. The binding affinity (normalized) is 0.419. (5) The peptide sequence is ATAANAAPANDKFTV. The MHC is DRB5_0101 with pseudo-sequence DRB5_0101. The binding affinity (normalized) is 0.589. (6) The peptide sequence is RSIQDNQVAYLIIGIK. The MHC is HLA-DQA10103-DQB10603 with pseudo-sequence HLA-DQA10103-DQB10603. The binding affinity (normalized) is 0.390. (7) The MHC is H-2-IAb with pseudo-sequence H-2-IAb. The binding affinity (normalized) is 0.0671. The peptide sequence is GIRHLFGNYITNDSY.